From a dataset of Forward reaction prediction with 1.9M reactions from USPTO patents (1976-2016). Predict the product of the given reaction. (1) Given the reactants [CH:1]1([N:6]2[C:10]3[N:11]=[C:12]([NH2:15])[N:13]=[CH:14][C:9]=3[C:8]3[CH:16]=[CH:17][N:18]=[CH:19][C:7]2=3)[CH2:5][CH2:4][CH2:3][CH2:2]1.Cl[C:21]1[N:26]=[N:25][C:24]([N:27]2[CH2:32][CH2:31][N:30]([C:33]([O:35][C:36]([CH3:39])([CH3:38])[CH3:37])=[O:34])[C@H:29](C)[CH2:28]2)=[CH:23][CH:22]=1.C1(P(C2C=CC=CC=2)C2C3OC4C(=CC=CC=4P(C4C=CC=CC=4)C4C=CC=CC=4)C(C)(C)C=3C=CC=2)C=CC=CC=1.CC(C)([O-])C.[Na+], predict the reaction product. The product is: [CH:1]1([N:6]2[C:10]3[N:11]=[C:12]([NH:15][C:21]4[N:26]=[N:25][C:24]([N:27]5[CH2:32][CH2:31][N:30]([C:33]([O:35][C:36]([CH3:39])([CH3:38])[CH3:37])=[O:34])[CH2:29][CH2:28]5)=[CH:23][CH:22]=4)[N:13]=[CH:14][C:9]=3[C:8]3[CH:16]=[CH:17][N:18]=[CH:19][C:7]2=3)[CH2:2][CH2:3][CH2:4][CH2:5]1. (2) The product is: [CH3:1][O:2][C:3]1[S:4][C:5]([CH2:8][CH2:9][C:10]2[NH:14][N:13]=[C:12]([NH:15][C:17]3[CH:22]=[CH:21][N:20]=[C:19]([NH:23][CH2:24][C:25]4[O:29][N:28]=[C:27]([CH3:30])[CH:26]=4)[N:18]=3)[CH:11]=2)=[CH:6][N:7]=1. Given the reactants [CH3:1][O:2][C:3]1[S:4][C:5]([CH2:8][CH2:9][C:10]2[NH:14][N:13]=[C:12]([NH2:15])[CH:11]=2)=[CH:6][N:7]=1.Cl[C:17]1[CH:22]=[CH:21][N:20]=[C:19]([NH:23][CH2:24][C:25]2[O:29][N:28]=[C:27]([CH3:30])[CH:26]=2)[N:18]=1, predict the reaction product.